Dataset: Forward reaction prediction with 1.9M reactions from USPTO patents (1976-2016). Task: Predict the product of the given reaction. (1) Given the reactants [CH3:1][C:2]1([CH3:21])[O:6][CH:5]([CH2:7][O:8][C:9]2[C:18](C)=[CH:17][C:12]([C:13]([NH:15][OH:16])=[NH:14])=[CH:11][C:10]=2C)[CH2:4][O:3]1.[Cl:22]C1C=C(C=C(OC)C=1O)C#N.CC1(C)O[C@H]([CH2:40][OH:41])CO1, predict the reaction product. The product is: [Cl:22][C:18]1[CH:17]=[C:12]([CH:11]=[C:10]([O:41][CH3:40])[C:9]=1[O:8][CH2:7][C@@H:5]1[CH2:4][O:3][C:2]([CH3:1])([CH3:21])[O:6]1)[C:13]([NH:15][OH:16])=[NH:14]. (2) Given the reactants [C:1]([O:5][C:6](=[O:25])[N:7]([C:16]1[C:17](=[O:24])[N:18]([CH3:23])[CH:19]=[C:20]([Br:22])[CH:21]=1)[C:8]1[CH:13]=[CH:12][C:11]([CH:14]=O)=[CH:10][N:9]=1)([CH3:4])([CH3:3])[CH3:2].[CH2:26]([NH2:28])[CH3:27].C(O[BH-](OC(=O)C)OC(=O)C)(=O)C.[Na+].C(O)(=O)C, predict the reaction product. The product is: [C:1]([O:5][C:6](=[O:25])[N:7]([C:16]1[C:17](=[O:24])[N:18]([CH3:23])[CH:19]=[C:20]([Br:22])[CH:21]=1)[C:8]1[CH:13]=[CH:12][C:11]([CH2:14][NH:28][CH2:26][CH3:27])=[CH:10][N:9]=1)([CH3:3])([CH3:4])[CH3:2]. (3) Given the reactants [CH2:1]([C@@H:5]1[NH:10][CH2:9][C@H:8]([CH:11]([CH3:13])[CH3:12])[NH:7][C:6]1=[O:14])[CH:2]([CH3:4])[CH3:3].[C:15]([C:19]1[CH:24]=[CH:23][C:22]([C@@H:25]2[CH2:27][C@H:26]2[C:28](O)=[O:29])=[CH:21][CH:20]=1)([CH3:18])([CH3:17])[CH3:16].C([C@@H]1N(C([C@@H]2C[C@H]2C2C=CC=CC=2)=O)C[C@H](CC(C)C)NC1=O)C(C)C, predict the reaction product. The product is: [C:15]([C:19]1[CH:20]=[CH:21][C:22]([C@@H:25]2[CH2:27][C@H:26]2[C:28]([N:10]2[CH2:9][C@H:8]([CH:11]([CH3:13])[CH3:12])[NH:7][C:6](=[O:14])[C@@H:5]2[CH2:1][CH:2]([CH3:4])[CH3:3])=[O:29])=[CH:23][CH:24]=1)([CH3:18])([CH3:16])[CH3:17]. (4) Given the reactants [Cl:1][C:2]1[CH:24]=[C:23]([N+:25]([O-])=O)[CH:22]=[C:21]([CH3:28])[C:3]=1[O:4][C:5]1[CH:10]=[CH:9][C:8]([OH:11])=[C:7]([CH2:12][O:13][C:14]2[CH:19]=[CH:18][C:17]([F:20])=[CH:16][CH:15]=2)[CH:6]=1, predict the reaction product. The product is: [NH2:25][C:23]1[CH:22]=[C:21]([CH3:28])[C:3]([O:4][C:5]2[CH:10]=[CH:9][C:8]([OH:11])=[C:7]([CH2:12][O:13][C:14]3[CH:19]=[CH:18][C:17]([F:20])=[CH:16][CH:15]=3)[CH:6]=2)=[C:2]([Cl:1])[CH:24]=1. (5) The product is: [Cl:1][CH2:2][CH2:3][O:4][C:5]1[CH:10]=[CH:9][C:8]([NH2:11])=[CH:7][CH:6]=1. Given the reactants [Cl:1][CH2:2][CH2:3][O:4][C:5]1[CH:10]=[CH:9][C:8]([N+:11]([O-])=O)=[CH:7][CH:6]=1, predict the reaction product. (6) The product is: [CH:22]([OH:24])=[O:23].[F:20][C:18]([F:19])([F:21])[C:13]1[N:12]=[C:11]2[C:16]([NH:8][CH:9]=[N:10]2)=[C:15]([NH2:17])[N:14]=1. Given the reactants C([N:8]1[C:16]2[C:11](=[N:12][C:13]([C:18]([F:21])([F:20])[F:19])=[N:14][C:15]=2[NH2:17])[N:10]=[CH:9]1)C1C=CC=CC=1.[CH:22]([OH:24])=[O:23].[H][H], predict the reaction product.